This data is from Catalyst prediction with 721,799 reactions and 888 catalyst types from USPTO. The task is: Predict which catalyst facilitates the given reaction. (1) Reactant: Br[C:2]1[CH:3]=[C:4]([NH:10][C:11]2[CH:20]=[C:14]3[CH2:15][N:16]([CH3:19])[CH2:17][CH2:18][N:13]3[N:12]=2)[C:5](=[O:9])[N:6]([CH3:8])[CH:7]=1.[B:21]1([B:21]2[O:25][C:24]([CH3:27])([CH3:26])[C:23]([CH3:29])([CH3:28])[O:22]2)[O:25][C:24]([CH3:27])([CH3:26])[C:23]([CH3:29])([CH3:28])[O:22]1.CC(C1C=C(C(C)C)C(C2C=CC=CC=2P(C2CCCCC2)C2CCCCC2)=C(C(C)C)C=1)C.C([O-])(=O)C.[K+]. Product: [CH3:8][N:6]1[CH:7]=[C:2]([B:21]2[O:25][C:24]([CH3:27])([CH3:26])[C:23]([CH3:29])([CH3:28])[O:22]2)[CH:3]=[C:4]([NH:10][C:11]2[CH:20]=[C:14]3[CH2:15][N:16]([CH3:19])[CH2:17][CH2:18][N:13]3[N:12]=2)[C:5]1=[O:9]. The catalyst class is: 294. (2) Reactant: [S:1]1[CH:5]=[C:4]([C:6]([OH:8])=O)[N:3]=[CH:2]1.ClC(OCC)=O.[N-:15]=[N+:16]=[N-:17].[Na+]. Product: [S:1]1[CH:5]=[C:4]([C:6]([N:15]=[N+:16]=[N-:17])=[O:8])[N:3]=[CH:2]1. The catalyst class is: 1. (3) Reactant: [Cl:1][C:2]1[CH:3]=[C:4]([O:12][CH3:13])[C:5]([O:10][CH3:11])=[C:6]([CH:9]=1)[CH:7]=[O:8].[CH3:14][Mg]Br.CCOCC.[Cl-].[NH4+]. Product: [Cl:1][C:2]1[CH:3]=[C:4]([O:12][CH3:13])[C:5]([O:10][CH3:11])=[C:6]([CH:7]([OH:8])[CH3:14])[CH:9]=1. The catalyst class is: 237. (4) Reactant: [OH:1][C:2]1[CH:11]=[C:10]([CH3:12])[CH:9]=[CH:8][C:3]=1[C:4]([O:6][CH3:7])=[O:5].N12CCN(CC1)CC2.[CH3:21][N:22]([CH3:26])[C:23](Cl)=[S:24]. Product: [CH3:21][N:22]([CH3:26])[C:23]([O:1][C:2]1[CH:11]=[C:10]([CH3:12])[CH:9]=[CH:8][C:3]=1[C:4]([O:6][CH3:7])=[O:5])=[S:24]. The catalyst class is: 9. (5) Reactant: [F:1][C:2]1[C:19]([F:20])=[CH:18][CH:17]=[CH:16][C:3]=1[O:4][CH2:5][CH2:6][CH2:7][CH2:8][O:9]C1CCCCO1.C1(C)C=CC(S(O)(=O)=O)=CC=1. Product: [F:1][C:2]1[C:19]([F:20])=[CH:18][CH:17]=[CH:16][C:3]=1[O:4][CH2:5][CH2:6][CH2:7][CH2:8][OH:9]. The catalyst class is: 200. (6) Reactant: [Cl:1][C:2]1[CH:3]=[CH:4][C:5]([O:31][CH3:32])=[C:6]([C@@:8]2([F:30])[C:16]3[C:11](=[CH:12][C:13]([C:17]([F:20])([F:19])[F:18])=[CH:14][CH:15]=3)[N:10]([CH2:21][O:22][C:23](=[O:28])[NH:24][CH2:25][CH2:26][OH:27])[C:9]2=[O:29])[CH:7]=1.N1C=NN=N1.C([P:42](C(C)(C)C)(N(C(C)C)C(C)C)([O-:44])[O-:43])(C)(C)C.[OH:56]O. Product: [Cl:1][C:2]1[CH:3]=[CH:4][C:5]([O:31][CH3:32])=[C:6]([C@@:8]2([F:30])[C:16]3[C:11](=[CH:12][C:13]([C:17]([F:18])([F:20])[F:19])=[CH:14][CH:15]=3)[N:10]([CH2:21][O:22][C:23](=[O:28])[NH:24][CH2:25][CH2:26][O:27][P:42]([OH:44])([OH:56])=[O:43])[C:9]2=[O:29])[CH:7]=1. The catalyst class is: 166.